Dataset: Peptide-MHC class II binding affinity with 134,281 pairs from IEDB. Task: Regression. Given a peptide amino acid sequence and an MHC pseudo amino acid sequence, predict their binding affinity value. This is MHC class II binding data. (1) The peptide sequence is GELQIVDKIDIAFKI. The MHC is DRB1_1201 with pseudo-sequence DRB1_1201. The binding affinity (normalized) is 0.704. (2) The peptide sequence is FSGVAATESAYLAYR. The MHC is DRB1_0405 with pseudo-sequence DRB1_0405. The binding affinity (normalized) is 0.424. (3) The peptide sequence is PEQPFPEQPEQ. The MHC is DRB5_0101 with pseudo-sequence DRB5_0101. The binding affinity (normalized) is 0. (4) The peptide sequence is GPAYSAHCIGITDRD. The MHC is DRB1_1301 with pseudo-sequence DRB1_1301. The binding affinity (normalized) is 0.423. (5) The peptide sequence is GDGFIDFNEFISFCN. The MHC is DRB1_1201 with pseudo-sequence DRB1_1201. The binding affinity (normalized) is 0.346. (6) The peptide sequence is DGQGKAVWGKNSCAK. The MHC is DRB1_0901 with pseudo-sequence DRB1_0901. The binding affinity (normalized) is 0.115. (7) The peptide sequence is WLDAKSTWYGKPTGA. The MHC is HLA-DPA10201-DPB10501 with pseudo-sequence HLA-DPA10201-DPB10501. The binding affinity (normalized) is 0. (8) The peptide sequence is TIIKALGALDSPREI. The MHC is H-2-IAb with pseudo-sequence H-2-IAb. The binding affinity (normalized) is 0.286. (9) The peptide sequence is IGRGRVSPGNGWMIK. The MHC is DRB4_0103 with pseudo-sequence DRB4_0103. The binding affinity (normalized) is 0.431.